This data is from Aqueous solubility values for 9,982 compounds from the AqSolDB database. The task is: Regression/Classification. Given a drug SMILES string, predict its absorption, distribution, metabolism, or excretion properties. Task type varies by dataset: regression for continuous measurements (e.g., permeability, clearance, half-life) or binary classification for categorical outcomes (e.g., BBB penetration, CYP inhibition). For this dataset (solubility_aqsoldb), we predict Y. (1) The molecule is CC(O)C(=O)NCCCCCCNC(=O)C(C)O. The Y is -0.700 log mol/L. (2) The molecule is CCCC[N+](CCCC)(CCCC)Cc1ccccc1.O=S(=O)([O-])c1ccc(O)c2ccccc12. The Y is -2.64 log mol/L.